From a dataset of Forward reaction prediction with 1.9M reactions from USPTO patents (1976-2016). Predict the product of the given reaction. (1) Given the reactants [Cl:1][C:2]1[CH:7]=[C:6]([Cl:8])[CH:5]=[CH:4][C:3]=1[CH2:9][NH:10][CH:11]1[CH2:16][CH2:15][N:14]([C:17]([O:19][C:20]([CH3:23])([CH3:22])[CH3:21])=[O:18])[CH2:13][CH2:12]1.C(N(C(C)C)CC)(C)C.[CH3:33][O:34][C:35]1[CH:40]=[CH:39][C:38]([CH2:41][C:42](Cl)=[O:43])=[CH:37][CH:36]=1.O, predict the reaction product. The product is: [Cl:1][C:2]1[CH:7]=[C:6]([Cl:8])[CH:5]=[CH:4][C:3]=1[CH2:9][N:10]([CH:11]1[CH2:12][CH2:13][N:14]([C:17]([O:19][C:20]([CH3:23])([CH3:22])[CH3:21])=[O:18])[CH2:15][CH2:16]1)[C:42](=[O:43])[CH2:41][C:38]1[CH:39]=[CH:40][C:35]([O:34][CH3:33])=[CH:36][CH:37]=1. (2) Given the reactants Cl.[N+:2]([C:5]1[CH:10]=[CH:9][C:8]([N:11]2[CH2:16][CH2:15][CH:14]([N:17]3[CH2:22][CH2:21][NH:20][CH2:19][CH2:18]3)[CH2:13][CH2:12]2)=[CH:7][CH:6]=1)([O-:4])=[O:3].[O:23]1[CH2:26][C:25](=O)[CH2:24]1.C(O[BH-](OC(=O)C)OC(=O)C)(=O)C.[Na+].C(=O)([O-])O.[Na+], predict the reaction product. The product is: [N+:2]([C:5]1[CH:6]=[CH:7][C:8]([N:11]2[CH2:12][CH2:13][CH:14]([N:17]3[CH2:22][CH2:21][N:20]([CH:25]4[CH2:26][O:23][CH2:24]4)[CH2:19][CH2:18]3)[CH2:15][CH2:16]2)=[CH:9][CH:10]=1)([O-:4])=[O:3]. (3) The product is: [CH3:31][O:30][C:24]1[CH:23]=[C:22]([NH:21][C:20]([C:18]2[CH:19]=[C:14]3[C:15](=[CH:16][CH:17]=2)[NH:33][C:12]([CH2:11][CH2:10][CH2:9][N:7]([CH3:8])[C:6](=[O:34])[O:5][C:1]([CH3:4])([CH3:2])[CH3:3])=[CH:13]3)=[O:32])[CH:27]=[CH:26][C:25]=1[O:28][CH3:29]. Given the reactants [C:1]([O:5][C:6](=[O:34])[N:7]([CH2:9][CH2:10][CH2:11][C:12]#[C:13][C:14]1[CH:19]=[C:18]([C:20](=[O:32])[NH:21][C:22]2[CH:27]=[CH:26][C:25]([O:28][CH3:29])=[C:24]([O:30][CH3:31])[CH:23]=2)[CH:17]=[CH:16][C:15]=1[NH2:33])[CH3:8])([CH3:4])([CH3:3])[CH3:2], predict the reaction product.